From a dataset of Reaction yield outcomes from USPTO patents with 853,638 reactions. Predict the reaction yield, written as a fraction of the theoretical maximum amount of product (1.0 means a 100% yield; for example, 0.34 means a 34% yield). (1) The reactants are [Cl-].O[NH3+:3].[C:4](=[O:7])([O-])[OH:5].[Na+].CS(C)=O.[F:13][C:14]1[CH:15]=[C:16]([C:44]2[C:45]([C:50]#[N:51])=[CH:46][CH:47]=[CH:48][CH:49]=2)[CH:17]=[CH:18][C:19]=1[CH2:20][C:21]1[C:22](=[O:43])[N:23]([C:33]2[CH:38]=[CH:37][C:36]([O:39][CH:40]([CH3:42])[CH3:41])=[CH:35][CH:34]=2)[C:24]2[N:25]([N:30]=[CH:31][N:32]=2)[C:26]=1[CH2:27][CH2:28][CH3:29]. The catalyst is C(OCC)(=O)C. The product is [F:13][C:14]1[CH:15]=[C:16]([C:44]2[CH:49]=[CH:48][CH:47]=[CH:46][C:45]=2[C:50]2[NH:3][C:4](=[O:7])[O:5][N:51]=2)[CH:17]=[CH:18][C:19]=1[CH2:20][C:21]1[C:22](=[O:43])[N:23]([C:33]2[CH:38]=[CH:37][C:36]([O:39][CH:40]([CH3:42])[CH3:41])=[CH:35][CH:34]=2)[C:24]2[N:25]([N:30]=[CH:31][N:32]=2)[C:26]=1[CH2:27][CH2:28][CH3:29]. The yield is 0.640. (2) The product is [Cl:6][C:7]1[C:8]([C:30]2[C:38]3[C:33](=[CH:34][CH:35]=[CH:36][CH:37]=3)[N:32]([CH3:39])[CH:31]=2)=[N:9][C:10]([NH:13][C:14]2[C:19]([O:20][CH3:21])=[CH:18][C:17]([N:22]3[CH2:23][CH:24]([N:26]([CH3:28])[CH3:27])[CH2:25]3)=[C:16]([NH:29][C:1](=[O:4])[CH:2]=[CH2:3])[CH:15]=2)=[N:11][CH:12]=1. The catalyst is C(Cl)Cl. The yield is 0.740. The reactants are [C:1](Cl)(=[O:4])[CH:2]=[CH2:3].[Cl:6][C:7]1[C:8]([C:30]2[C:38]3[C:33](=[CH:34][CH:35]=[CH:36][CH:37]=3)[N:32]([CH3:39])[CH:31]=2)=[N:9][C:10]([NH:13][C:14]2[C:19]([O:20][CH3:21])=[CH:18][C:17]([N:22]3[CH2:25][CH:24]([N:26]([CH3:28])[CH3:27])[CH2:23]3)=[C:16]([NH2:29])[CH:15]=2)=[N:11][CH:12]=1. (3) The reactants are Br[C:2]1[CH:8]=[CH:7][C:5]([NH2:6])=[CH:4][C:3]=1[Cl:9].[C:10]([O:15][CH2:16][CH3:17])(=[O:14])/[CH:11]=[CH:12]/[CH3:13].NC1C(F)=CC(/C(/C)=C/C(OCC)=O)=C(F)C=1. No catalyst specified. The product is [NH2:6][C:5]1[CH:7]=[CH:8][C:2](/[C:12](/[CH3:13])=[CH:11]/[C:10]([O:15][CH2:16][CH3:17])=[O:14])=[C:3]([Cl:9])[CH:4]=1. The yield is 0.310.